From a dataset of Full USPTO retrosynthesis dataset with 1.9M reactions from patents (1976-2016). Predict the reactants needed to synthesize the given product. (1) Given the product [Cl:34][C:31]1[CH:32]=[CH:33][C:28]([C:26]2[C:25]3[C:20](=[CH:21][CH:22]=[CH:23][CH:24]=3)[N:19]=[C:18]([NH:17][CH2:16][CH2:15][CH2:14][N:11]3[CH2:12][CH2:13][NH:8][CH2:9][CH2:10]3)[N:27]=2)=[CH:29][CH:30]=1, predict the reactants needed to synthesize it. The reactants are: C(OC([N:8]1[CH2:13][CH2:12][N:11]([CH2:14][CH2:15][CH2:16][NH:17][C:18]2[N:27]=[C:26]([C:28]3[CH:33]=[CH:32][C:31]([Cl:34])=[CH:30][CH:29]=3)[C:25]3[C:20](=[CH:21][CH:22]=[CH:23][CH:24]=3)[N:19]=2)[CH2:10][CH2:9]1)=O)(C)(C)C. (2) Given the product [Cl:24][C:25]1[C:26]([N:31]2[C:35]([C:36]([NH:7][C:8]3[C:9]([C:10](=[O:11])[N:12]=[S:13]([CH2:14][CH3:15])[CH2:16][CH3:17])=[CH:18][C:19]([Cl:23])=[CH:20][C:21]=3[Cl:22])=[O:37])=[CH:34][C:33]([C:39]([F:42])([F:40])[F:41])=[N:32]2)=[N:27][CH:28]=[CH:29][CH:30]=1, predict the reactants needed to synthesize it. The reactants are: C(=O)([O-])[O-].[K+].[K+].[NH2:7][C:8]1[C:21]([Cl:22])=[CH:20][C:19]([Cl:23])=[CH:18][C:9]=1[C:10]([N:12]=[S:13]([CH2:16][CH3:17])[CH2:14][CH3:15])=[O:11].[Cl:24][C:25]1[C:26]([N:31]2[C:35]([C:36](Cl)=[O:37])=[CH:34][C:33]([C:39]([F:42])([F:41])[F:40])=[N:32]2)=[N:27][CH:28]=[CH:29][CH:30]=1.O. (3) Given the product [O:17]=[CH:11][C:10]([C:7]1[CH:8]=[CH:9][C:4]([C:3]([O:2][CH3:1])=[O:13])=[CH:5][CH:6]=1)=[O:12], predict the reactants needed to synthesize it. The reactants are: [CH3:1][O:2][C:3](=[O:13])[C:4]1[CH:9]=[CH:8][C:7]([C:10](=[O:12])[CH3:11])=[CH:6][CH:5]=1.Br.CS(C)=[O:17]. (4) Given the product [C:1]([O:5][C:6]([N:8]1[CH2:15][CH2:34][C:14]2([CH2:13][N:12]([CH2:16][C:17]3[S:18][C:19]4[N:20]=[C:21]([Cl:32])[N:22]=[C:23]([N:26]5[CH2:27][CH2:28][O:29][CH2:30][CH2:31]5)[C:24]=4[N:25]=3)[CH2:11]2)[CH2:10][CH2:9]1)=[O:7])([CH3:4])([CH3:3])[CH3:2], predict the reactants needed to synthesize it. The reactants are: [C:1]([O:5][C:6]([N:8]1[CH2:15][CH:14]2[CH:10]([CH2:11][N:12]([CH2:16][C:17]3[S:18][C:19]4[N:20]=[C:21]([Cl:32])[N:22]=[C:23]([N:26]5[CH2:31][CH2:30][O:29][CH2:28][CH2:27]5)[C:24]=4[N:25]=3)[CH2:13]2)[CH2:9]1)=[O:7])([CH3:4])([CH3:3])[CH3:2].Cl.[C:34](OC(N1CCC2(CNC2)CC1)=O)(C)(C)C. (5) The reactants are: Br[C:2]1[CH:10]=[C:9]2[C:5]([CH:6]=[CH:7][NH:8]2)=[CH:4][CH:3]=1.[Cl:11][C:12]1[CH:13]=[C:14](B(O)O)[CH:15]=[CH:16][CH:17]=1. Given the product [Cl:11][C:12]1[CH:17]=[C:16]([C:2]2[CH:10]=[C:9]3[C:5]([CH:6]=[CH:7][NH:8]3)=[CH:4][CH:3]=2)[CH:15]=[CH:14][CH:13]=1, predict the reactants needed to synthesize it. (6) Given the product [F:1][C:2]1[C:3]([NH:18][C@@H:19]([C:24]([CH3:29])([CH3:28])[CH3:25])[CH2:20][C:21]([OH:23])=[O:22])=[N:4][C:5]([C:8]2[C:16]3[C:11](=[N:12][CH:13]=[C:14]([F:17])[CH:15]=3)[NH:10][N:9]=2)=[N:6][CH:7]=1, predict the reactants needed to synthesize it. The reactants are: [F:1][C:2]1[C:3]([NH:18][CH:19]([C:24]2([CH3:29])[CH2:28]CC[CH2:25]2)[CH2:20][C:21]([OH:23])=[O:22])=[N:4][C:5]([C:8]2[C:16]3[C:11](=[N:12][CH:13]=[C:14]([F:17])[CH:15]=3)[NH:10][N:9]=2)=[N:6][CH:7]=1.ClC1N=C(N[C@@H](C(C)(C)C)CC(OC)=O)C(F)=CN=1.C(O)=O.